The task is: Regression. Given a peptide amino acid sequence and an MHC pseudo amino acid sequence, predict their binding affinity value. This is MHC class I binding data.. This data is from Peptide-MHC class I binding affinity with 185,985 pairs from IEDB/IMGT. (1) The peptide sequence is TGMIDGWYGY. The MHC is Mamu-A02 with pseudo-sequence Mamu-A02. The binding affinity (normalized) is 0.115. (2) The peptide sequence is GPKVKYLYF. The MHC is HLA-B51:01 with pseudo-sequence HLA-B51:01. The binding affinity (normalized) is 0.120. (3) The peptide sequence is RQLFKPLTK. The MHC is HLA-A33:01 with pseudo-sequence HLA-A33:01. The binding affinity (normalized) is 0. (4) The peptide sequence is ACNKIKGKK. The MHC is HLA-A31:01 with pseudo-sequence HLA-A31:01. The binding affinity (normalized) is 0.305. (5) The peptide sequence is MFKKRNLTI. The MHC is HLA-A23:01 with pseudo-sequence HLA-A23:01. The binding affinity (normalized) is 0.430. (6) The peptide sequence is ASFKAGKLR. The MHC is HLA-B58:01 with pseudo-sequence HLA-B58:01. The binding affinity (normalized) is 0.0847. (7) The binding affinity (normalized) is 0.0847. The peptide sequence is TLKGTSYKM. The MHC is HLA-B35:01 with pseudo-sequence HLA-B35:01. (8) The peptide sequence is KVMALPIPH. The MHC is HLA-B58:01 with pseudo-sequence HLA-B58:01. The binding affinity (normalized) is 0.0847. (9) The peptide sequence is MTMSYLSTR. The MHC is HLA-B83:01 with pseudo-sequence HLA-B83:01. The binding affinity (normalized) is 0.213. (10) The peptide sequence is IILKALYML. The binding affinity (normalized) is 0.0847. The MHC is HLA-A80:01 with pseudo-sequence HLA-A80:01.